This data is from Tox21: 12 toxicity assays (nuclear receptors and stress response pathways). The task is: Binary classification across 12 toxicity assays. (1) The compound is CCC(=O)c1ccc2c(c1)N(CCCN1CCN(CCO)CC1)c1ccccc1S2. It tested positive (active) for: NR-AhR (Aryl hydrocarbon Receptor agonist activity). (2) The molecule is NC(=O)N/N=C/c1ccc([N+](=O)[O-])o1. It tested positive (active) for: SR-ARE (Antioxidant Response Element (oxidative stress)), and SR-MMP (Mitochondrial Membrane Potential disruption). (3) The molecule is NCCc1ccc(O)cc1. It tested positive (active) for: NR-ER (Estrogen Receptor agonist activity).